This data is from Aqueous solubility values for 9,982 compounds from the AqSolDB database. The task is: Regression/Classification. Given a drug SMILES string, predict its absorption, distribution, metabolism, or excretion properties. Task type varies by dataset: regression for continuous measurements (e.g., permeability, clearance, half-life) or binary classification for categorical outcomes (e.g., BBB penetration, CYP inhibition). For this dataset (solubility_aqsoldb), we predict Y. (1) The Y is 1.06 log mol/L. The drug is C1OC1C1CO1. (2) The compound is O=[Y]. The Y is -5.18 log mol/L. (3) The drug is S.[Na+]. The Y is 1.24 log mol/L. (4) The compound is CN(C)Cc1ccccc1. The Y is -1.23 log mol/L. (5) The molecule is CCO[Si](CCCCl)(OCC)OCC. The Y is -3.33 log mol/L. (6) The drug is CCC1(c2ccccc2)CCC(=O)NC1=O. The Y is -2.34 log mol/L. (7) The compound is Cc1[nH]c(=O)[nH]c(=O)c1CC(=O)O. The Y is -2.31 log mol/L.